This data is from Forward reaction prediction with 1.9M reactions from USPTO patents (1976-2016). The task is: Predict the product of the given reaction. (1) Given the reactants [C:1]([OH:20])(=[O:19])[CH2:2][CH2:3][CH2:4][CH2:5][CH2:6][CH2:7][CH2:8]/[CH:9]=[CH:10]\[CH2:11][CH2:12][CH2:13][CH2:14][CH2:15][CH2:16][CH2:17][CH3:18].[C:21](Cl)(=O)[C:22](Cl)=O.C(O)C.N1C=CC=CC=1, predict the reaction product. The product is: [C:1]([O:20][CH2:21][CH3:22])(=[O:19])[CH2:2][CH2:3][CH2:4][CH2:5][CH2:6][CH2:7][CH2:8]/[CH:9]=[CH:10]\[CH2:11][CH2:12][CH2:13][CH2:14][CH2:15][CH2:16][CH2:17][CH3:18]. (2) Given the reactants [C:1]([C:5]1[CH:10]=[CH:9][C:8]([S:11]([N:14]([C:18]2[CH:22]=[CH:21][S:20][C:19]=2[C:23]([O:25][CH3:26])=[O:24])[CH2:15][O:16][CH3:17])(=[O:13])=[O:12])=[C:7]([CH:27]=[CH:28][C:29]2[CH:34]=[CH:33][CH:32]=[CH:31][CH:30]=2)[CH:6]=1)([CH3:4])([CH3:3])[CH3:2], predict the reaction product. The product is: [C:1]([C:5]1[CH:10]=[CH:9][C:8]([S:11]([N:14]([C:18]2[CH:22]=[CH:21][S:20][C:19]=2[C:23]([O:25][CH3:26])=[O:24])[CH2:15][O:16][CH3:17])(=[O:12])=[O:13])=[C:7]([CH2:27][CH2:28][C:29]2[CH:30]=[CH:31][CH:32]=[CH:33][CH:34]=2)[CH:6]=1)([CH3:4])([CH3:2])[CH3:3]. (3) Given the reactants O.[OH-].[Li+].[CH3:4][C:5]1([C:42]([O:44]C)=[O:43])[CH2:13][C:12]2[C:7](=[CH:8][CH:9]=[CH:10][C:11]=2[NH:14][C:15](=[O:41])[CH:16]([C:21]2[CH:26]=[CH:25][C:24]([CH2:27][N:28]3[C:33](=[O:34])[CH2:32][O:31][C:30]([C:35]4[CH:40]=[CH:39][CH:38]=[CH:37][CH:36]=4)=[N:29]3)=[CH:23][CH:22]=2)[CH:17]([CH3:20])[CH2:18][CH3:19])[CH2:6]1, predict the reaction product. The product is: [CH3:4][C:5]1([C:42]([OH:44])=[O:43])[CH2:13][C:12]2[C:7](=[CH:8][CH:9]=[CH:10][C:11]=2[NH:14][C:15](=[O:41])[CH:16]([C:21]2[CH:26]=[CH:25][C:24]([CH2:27][N:28]3[C:33](=[O:34])[CH2:32][O:31][C:30]([C:35]4[CH:36]=[CH:37][CH:38]=[CH:39][CH:40]=4)=[N:29]3)=[CH:23][CH:22]=2)[CH:17]([CH3:20])[CH2:18][CH3:19])[CH2:6]1. (4) Given the reactants [CH2:1]([O:3][C:4](=[O:16])[CH2:5][N:6]1[C:14]2[C:9](=[C:10]([OH:15])[CH:11]=[CH:12][CH:13]=2)[CH:8]=[CH:7]1)[CH3:2].[F:17][C:18]([F:33])([F:32])[O:19][C:20]1[CH:25]=[CH:24][C:23]([C:26]#[C:27][CH2:28][CH2:29][CH2:30]O)=[CH:22][CH:21]=1.CN(C)C(N=NC(N(C)C)=O)=O.C(P(CCCC)CCCC)CCC, predict the reaction product. The product is: [CH2:1]([O:3][C:4](=[O:16])[CH2:5][N:6]1[C:14]2[C:9](=[C:10]([O:15][CH2:30][CH2:29][CH2:28][C:27]#[C:26][C:23]3[CH:24]=[CH:25][C:20]([O:19][C:18]([F:17])([F:32])[F:33])=[CH:21][CH:22]=3)[CH:11]=[CH:12][CH:13]=2)[CH:8]=[CH:7]1)[CH3:2]. (5) Given the reactants [C:1]([O:9][C@@H:10]1[C@H:15]([O:16][C:17](=[O:24])[C:18]2[CH:23]=[CH:22][CH:21]=[CH:20][CH:19]=2)[C@@H:14]([CH2:25][O:26][C:27](=[O:34])[C:28]2[CH:33]=[CH:32][CH:31]=[CH:30][CH:29]=2)[O:13][CH:11]1[OH:12])(=[O:8])[C:2]1[CH:7]=[CH:6][CH:5]=[CH:4][CH:3]=1.C(=O)([O-])[O-].[K+].[K+].C([O:48][C:49](=[O:52])[CH2:50]Br)C1C=CC=CC=1, predict the reaction product. The product is: [C:1]([O:9][C@@H:10]1[C@H:15]([O:16][C:17](=[O:24])[C:18]2[CH:23]=[CH:22][CH:21]=[CH:20][CH:19]=2)[C@@H:14]([CH2:25][O:26][C:27](=[O:34])[C:28]2[CH:29]=[CH:30][CH:31]=[CH:32][CH:33]=2)[O:13][CH:11]1[O:12][CH2:50][C:49]([OH:52])=[O:48])(=[O:8])[C:2]1[CH:7]=[CH:6][CH:5]=[CH:4][CH:3]=1. (6) Given the reactants [OH:1][C:2]1[CH:3]=[C:4]([CH:9]=[C:10]([OH:13])[C:11]=1[OH:12])[C:5]([O:7][CH3:8])=[O:6].CS(C)=O.C(=O)([O-])[O-].[K+].[K+].Br[CH2:25][CH2:26][F:27], predict the reaction product. The product is: [F:27][CH2:26][CH2:25][O:12][C:11]1[C:2]([OH:1])=[CH:3][C:4]([C:5]([O:7][CH3:8])=[O:6])=[CH:9][C:10]=1[OH:13]. (7) Given the reactants [NH2:1][C@H:2]1[C:11]2[C:6](=[CH:7][CH:8]=[C:9]([C:12]3[CH:13]=[N:14][N:15]([CH2:17][CH2:18][O:19][CH3:20])[CH:16]=3)[CH:10]=2)[N:5]([C:21](=[O:23])[CH3:22])[C@@H:4]([CH3:24])[CH2:3]1.Br[C:26]1[CH:31]=[CH:30][C:29]([CH3:32])=[CH:28][N:27]=1.CN(C1C(C2C(P(C3CCCCC3)C3CCCCC3)=CC=CC=2)=CC=CC=1)C.CC(C)([O-])C.[Na+], predict the reaction product. The product is: [CH3:20][O:19][CH2:18][CH2:17][N:15]1[CH:16]=[C:12]([C:9]2[CH:10]=[C:11]3[C:6](=[CH:7][CH:8]=2)[N:5]([C:21](=[O:23])[CH3:22])[C@@H:4]([CH3:24])[CH2:3][C@H:2]3[NH:1][C:26]2[CH:31]=[CH:30][C:29]([CH3:32])=[CH:28][N:27]=2)[CH:13]=[N:14]1.